This data is from Reaction yield outcomes from USPTO patents with 853,638 reactions. The task is: Predict the reaction yield, written as a fraction of the theoretical maximum amount of product (1.0 means a 100% yield; for example, 0.34 means a 34% yield). The product is [NH2:1][C:4]1[CH:36]=[CH:35][C:7]2[NH:8][C:9]([C:14]3[C:15](=[O:34])[N:16]([CH2:26][C:27]4[CH:28]=[CH:29][C:30]([F:33])=[CH:31][CH:32]=4)[C@@H:17]4[C@H:22]([C:23]=3[OH:24])[C@@H:21]3[CH2:25][C@H:18]4[CH2:19][CH2:20]3)=[N:10][S:11](=[O:12])(=[O:13])[C:6]=2[CH:5]=1. The yield is 0.480. The catalyst is CO.C(OCC)(=O)C.[Pd]. The reactants are [N:1]([C:4]1[CH:36]=[CH:35][C:7]2[NH:8][C:9]([C:14]3[C:15](=[O:34])[N:16]([CH2:26][C:27]4[CH:32]=[CH:31][C:30]([F:33])=[CH:29][CH:28]=4)[C@@H:17]4[C@H:22]([C:23]=3[OH:24])[C@@H:21]3[CH2:25][C@H:18]4[CH2:19][CH2:20]3)=[N:10][S:11](=[O:13])(=[O:12])[C:6]=2[CH:5]=1)=[N+]=[N-].